Dataset: Peptide-MHC class I binding affinity with 185,985 pairs from IEDB/IMGT. Task: Regression. Given a peptide amino acid sequence and an MHC pseudo amino acid sequence, predict their binding affinity value. This is MHC class I binding data. (1) The peptide sequence is MSSAMSMMH. The MHC is HLA-A03:01 with pseudo-sequence HLA-A03:01. The binding affinity (normalized) is 0.612. (2) The peptide sequence is TLKDGDFIL. The MHC is HLA-A02:19 with pseudo-sequence HLA-A02:19. The binding affinity (normalized) is 0.0847. (3) The peptide sequence is VGEEFFHQY. The MHC is HLA-A30:02 with pseudo-sequence HLA-A30:02. The binding affinity (normalized) is 0.824. (4) The peptide sequence is SEIDLILGY. The binding affinity (normalized) is 0. The MHC is Mamu-B52 with pseudo-sequence Mamu-B52.